This data is from Reaction yield outcomes from USPTO patents with 853,638 reactions. The task is: Predict the reaction yield, written as a fraction of the theoretical maximum amount of product (1.0 means a 100% yield; for example, 0.34 means a 34% yield). (1) The reactants are CO[C:3]([C:5]1[CH:9]=[CH:8][S:7][C:6]=1[NH2:10])=[O:4].[O-:11][C:12]#[N:13].[K+]. The catalyst is C(O)(=O)C.O. The product is [NH:10]1[C:6]2[S:7][CH:8]=[CH:9][C:5]=2[C:3](=[O:4])[NH:13][C:12]1=[O:11]. The yield is 0.250. (2) The reactants are Cl[C:2]1[N:7]=[C:6]([N:8]2[CH2:13][CH2:12][O:11][CH2:10][CH2:9]2)[N:5]=[C:4]([C:14]2[CH:19]=[CH:18][C:17]([NH:20][C:21]([NH:23][CH3:24])=[O:22])=[CH:16][CH:15]=2)[N:3]=1.CC1(C)C(C)(C)OB([C:33]2[CH:39]=[CH:38][C:36]([NH2:37])=[CH:35][CH:34]=2)O1. No catalyst specified. The product is [NH2:37][C:36]1[CH:38]=[CH:39][C:33]([C:2]2[N:7]=[C:6]([N:8]3[CH2:13][CH2:12][O:11][CH2:10][CH2:9]3)[N:5]=[C:4]([C:14]3[CH:19]=[CH:18][C:17]([NH:20][C:21]([NH:23][CH3:24])=[O:22])=[CH:16][CH:15]=3)[N:3]=2)=[CH:34][CH:35]=1. The yield is 0.450. (3) The reactants are [F:1][C:2]1[CH:11]=[C:10]2[C:5]([CH:6]=[CH:7][C:8](=[O:12])[NH:9]2)=[CH:4][CH:3]=1.[H-].[Na+].Br[CH2:16][CH2:17][CH2:18]Cl.C([O-])([O-])=O.[K+].[K+].[CH2:26]([CH:30]1[CH2:35][CH2:34][NH:33][CH2:32][CH2:31]1)[CH2:27][CH2:28][CH3:29]. The catalyst is CCOCC.O.CCOC(C)=O.CN(C=O)C. The product is [CH2:26]([CH:30]1[CH2:35][CH2:34][N:33]([CH2:16][CH2:17][CH2:18][N:9]2[C:10]3[C:5](=[CH:4][CH:3]=[C:2]([F:1])[CH:11]=3)[CH:6]=[CH:7][C:8]2=[O:12])[CH2:32][CH2:31]1)[CH2:27][CH2:28][CH3:29]. The yield is 0.110. (4) The reactants are [F:1][C:2]1[CH:7]=[CH:6][C:5]([N:8]2[C:12](/[CH:13]=[CH:14]/[C:15]3[S:16][C:17]([C:21](O)=[O:22])=[C:18]([CH3:20])[N:19]=3)=[C:11]([CH3:24])[N:10]=[N:9]2)=[CH:4][CH:3]=1.CN(C(ON1N=NC2C=CC=CC1=2)=[N+](C)C)C.[B-](F)(F)(F)F.CCN(C(C)C)C(C)C.[NH2:56][CH:57]1[CH2:62][CH2:61][O:60][CH2:59][CH2:58]1. The product is [O:60]1[CH2:61][CH2:62][CH:57]([NH:56][C:21]([C:17]2[S:16][C:15](/[CH:14]=[CH:13]/[C:12]3[N:8]([C:5]4[CH:6]=[CH:7][C:2]([F:1])=[CH:3][CH:4]=4)[N:9]=[N:10][C:11]=3[CH3:24])=[N:19][C:18]=2[CH3:20])=[O:22])[CH2:58][CH2:59]1. The yield is 0.760. The catalyst is CN(C=O)C.